From a dataset of Forward reaction prediction with 1.9M reactions from USPTO patents (1976-2016). Predict the product of the given reaction. (1) Given the reactants [NH2:1][C:2]1[N:10]=[C:9]2[C:5]([NH:6][C:7](=[O:32])[N:8]2[C:11]2[CH:16]=[C:15]([O:17][CH2:18][C:19]3[C:24]([O:25][CH3:26])=[CH:23][CH:22]=[C:21]([F:27])[C:20]=3[F:28])[C:14]([O:29][CH3:30])=[CH:13][C:12]=2[Cl:31])=[C:4]([O:33][CH3:34])[N:3]=1.C(N(CC)C(C)C)(C)C.C([O:47][CH2:48][C:49](Cl)=[O:50])(=O)C.Cl, predict the reaction product. The product is: [Cl:31][C:12]1[CH:13]=[C:14]([O:29][CH3:30])[C:15]([O:17][CH2:18][C:19]2[C:24]([O:25][CH3:26])=[CH:23][CH:22]=[C:21]([F:27])[C:20]=2[F:28])=[CH:16][C:11]=1[N:8]1[C:7](=[O:32])[NH:6][C:5]2[C:9]1=[N:10][C:2]([NH:1][C:48](=[O:47])[CH2:49][OH:50])=[N:3][C:4]=2[O:33][CH3:34]. (2) Given the reactants [NH2:1][CH2:2][C:3]1[CH:4]=[C:5]2[C:10](=[CH:11][C:12]=1[C:13]([F:16])([F:15])[F:14])[NH:9][C:8](=[O:17])[N:7]([NH:18][S:19]([CH3:22])(=[O:21])=[O:20])[C:6]2=[O:23].[CH3:24][C:25]1(OC)[CH2:29][CH2:28][CH:27](OC)O1, predict the reaction product. The product is: [CH3:24][C:25]1[N:1]([CH2:2][C:3]2[CH:4]=[C:5]3[C:10](=[CH:11][C:12]=2[C:13]([F:15])([F:16])[F:14])[NH:9][C:8](=[O:17])[N:7]([NH:18][S:19]([CH3:22])(=[O:20])=[O:21])[C:6]3=[O:23])[CH:27]=[CH:28][CH:29]=1. (3) Given the reactants Cl[C:2]1[N:7]=[C:6]([C:8]2[C:9]([C:17]3[CH:18]=[C:19]([NH:23][C:24](=[O:33])[C:25]4[C:30](F)=[CH:29][CH:28]=[CH:27][C:26]=4F)[CH:20]=[CH:21][CH:22]=3)=[N:10][N:11]3[CH:16]=[CH:15][CH:14]=[CH:13][C:12]=23)[CH:5]=[CH:4][N:3]=1.[NH2:34][C:35]1[CH:40]=[CH:39][C:38](O)=[C:37](Cl)[CH:36]=1, predict the reaction product. The product is: [CH2:2]1[C:37]2[C:38](=[CH:39][CH:40]=[C:35]([NH:34][C:2]3[N:7]=[C:6]([C:8]4[C:9]([C:17]5[CH:18]=[C:19]([NH:23][C:24](=[O:33])[C:25]6[CH:30]=[CH:29][CH:28]=[CH:27][CH:26]=6)[CH:20]=[CH:21][CH:22]=5)=[N:10][N:11]5[CH:16]=[CH:15][CH:14]=[CH:13][C:12]=45)[CH:5]=[CH:4][N:3]=3)[CH:36]=2)[CH2:5][CH2:4][NH:3]1. (4) Given the reactants [Cl:1][C:2]1[CH:3]=[C:4]2[C:8](=[CH:9][CH:10]=1)[N:7]([S:11]([C:14]1[CH:19]=[CH:18][C:17]([O:20][CH3:21])=[C:16]([N:22]3[CH2:27][CH2:26][NH:25][CH2:24][CH2:23]3)[CH:15]=1)(=[O:13])=[O:12])[CH:6]=[CH:5]2.[C:28]([BH3-])#N.[Na+].C=O, predict the reaction product. The product is: [Cl:1][C:2]1[CH:3]=[C:4]2[C:8](=[CH:9][CH:10]=1)[N:7]([S:11]([C:14]1[CH:19]=[CH:18][C:17]([O:20][CH3:21])=[C:16]([N:22]3[CH2:23][CH2:24][N:25]([CH3:28])[CH2:26][CH2:27]3)[CH:15]=1)(=[O:13])=[O:12])[CH:6]=[CH:5]2. (5) Given the reactants C(OC([NH:8][C:9]([CH3:16])([CH3:15])[C:10]([O:12][CH2:13][CH3:14])=[O:11])=O)(C)(C)C.[ClH:17].O1CCOCC1, predict the reaction product. The product is: [ClH:17].[NH2:8][C:9]([CH3:16])([CH3:15])[C:10]([O:12][CH2:13][CH3:14])=[O:11]. (6) Given the reactants [CH:1]([N:14]1[CH2:17][C:16]([NH:19][C:20]2[CH:21]=[C:22]3[C:31](=[CH:32][C:33]=2Br)[O:30][CH2:29][C:28]2[N:23]3[CH:24]([CH3:36])[C:25](=[O:35])[NH:26][N:27]=2)([CH3:18])[CH2:15]1)([C:8]1[CH:13]=[CH:12][CH:11]=[CH:10][CH:9]=1)[C:2]1[CH:7]=[CH:6][CH:5]=[CH:4][CH:3]=1.[C:37]([O-])([O-])=O.[K+].[K+].CB1OB(C)OB(C)O1, predict the reaction product. The product is: [CH:1]([N:14]1[CH2:17][C:16]([NH:19][C:20]2[CH:21]=[C:22]3[C:31](=[CH:32][C:33]=2[CH3:37])[O:30][CH2:29][C:28]2[N:23]3[CH:24]([CH3:36])[C:25](=[O:35])[NH:26][N:27]=2)([CH3:18])[CH2:15]1)([C:8]1[CH:13]=[CH:12][CH:11]=[CH:10][CH:9]=1)[C:2]1[CH:7]=[CH:6][CH:5]=[CH:4][CH:3]=1.